From a dataset of Reaction yield outcomes from USPTO patents with 853,638 reactions. Predict the reaction yield, written as a fraction of the theoretical maximum amount of product (1.0 means a 100% yield; for example, 0.34 means a 34% yield). (1) The reactants are Br[C:2]1[S:10][C:9]2[C:8]([O:11][CH2:12][C:13]3[CH:18]=[CH:17][C:16]([O:19][CH3:20])=[CH:15][CH:14]=3)=[N:7][CH:6]=[N:5][C:4]=2[CH:3]=1.[NH:21]1[CH2:26][CH2:25][O:24][CH2:23][CH2:22]1.CC(C)([O-])C.[Na+]. The catalyst is C1(C)C=CC=CC=1.O.ClCCl.C1C=CC(/C=C/C(/C=C/C2C=CC=CC=2)=O)=CC=1.C1C=CC(/C=C/C(/C=C/C2C=CC=CC=2)=O)=CC=1.C1C=CC(/C=C/C(/C=C/C2C=CC=CC=2)=O)=CC=1.[Pd].[Pd].C1C=CC(P(C2C=CC3C(=CC=CC=3)C=2C2C3C(=CC=CC=3)C=CC=2P(C2C=CC=CC=2)C2C=CC=CC=2)C2C=CC=CC=2)=CC=1. The product is [CH3:20][O:19][C:16]1[CH:17]=[CH:18][C:13]([CH2:12][O:11][C:8]2[C:9]3[S:10][C:2]([N:21]4[CH2:26][CH2:25][O:24][CH2:23][CH2:22]4)=[CH:3][C:4]=3[N:5]=[CH:6][N:7]=2)=[CH:14][CH:15]=1. The yield is 0.540. (2) The yield is 0.750. No catalyst specified. The reactants are Cl[C:2]1[N:7]=[CH:6][N:5]=[C:4]([NH2:8])[CH:3]=1.[Na].[C:10]1([OH:16])[CH:15]=[CH:14][CH:13]=[CH:12][CH:11]=1.[OH-].[Na+]. The product is [O:16]([C:2]1[N:7]=[CH:6][N:5]=[C:4]([NH2:8])[CH:3]=1)[C:10]1[CH:15]=[CH:14][CH:13]=[CH:12][CH:11]=1. (3) The reactants are [Br:1][C:2]1[C:3]([F:16])=[C:4]([NH:8]C(=O)OC(C)(C)C)[CH:5]=[CH:6][CH:7]=1.Cl.CCOC(C)=O.[N:24]([O-])=O.[Na+].[CH3:28][O:29][CH2:30][C:31](=[O:37])[CH2:32][C:33]([O:35][CH3:36])=[O:34].CC([O-])=O.[Na+]. The catalyst is CCOC(C)=O.O.CCO. The product is [Br:1][C:2]1[C:3]([F:16])=[C:4]([NH:8][N:24]=[C:32]([C:31](=[O:37])[CH2:30][O:29][CH3:28])[C:33]([O:35][CH3:36])=[O:34])[CH:5]=[CH:6][CH:7]=1. The yield is 0.620. (4) The product is [F:34][C:30]1[CH:29]=[C:28]([N:15]([CH2:14][CH:9]([OH:8])[C:10]([F:11])([F:12])[F:13])[C:16](=[O:27])[C:17]2[CH:22]=[CH:21][CH:20]=[C:19]([C:23]([F:26])([F:25])[F:24])[CH:18]=2)[CH:33]=[CH:32][CH:31]=1. The reactants are FC(F)(F)C1C=C(C=CC=1)C([O:8][CH:9]([CH2:14][N:15]([C:28]1[CH:33]=[CH:32][CH:31]=[C:30]([F:34])[CH:29]=1)[C:16](=[O:27])[C:17]1[CH:22]=[CH:21][CH:20]=[C:19]([C:23]([F:26])([F:25])[F:24])[CH:18]=1)[C:10]([F:13])([F:12])[F:11])=O.N. The yield is 0.610. The catalyst is CO. (5) The reactants are Br[C:2]1[CH:3]=[C:4]([C:8]2[C:9]3[C:14]([C:15]([C:22]4[CH:27]=[CH:26][CH:25]=[CH:24][CH:23]=4)=[C:16]4[C:21]=2[CH:20]=[CH:19][CH:18]=[CH:17]4)=[CH:13][CH:12]=[CH:11][CH:10]=3)[CH:5]=[CH:6][CH:7]=1.[CH:28]1[C:40]2[NH:39][C:38]3[C:33](=[CH:34][CH:35]=[CH:36][CH:37]=3)[C:32]=2[CH:31]=[CH:30][CH:29]=1.CC(C)([O-])C.[Na+].C(P(C(C)(C)C)C(C)(C)C)(C)(C)C. The catalyst is C1C=CC(/C=C/C(/C=C/C2C=CC=CC=2)=O)=CC=1.C1C=CC(/C=C/C(/C=C/C2C=CC=CC=2)=O)=CC=1.[Pd].C1(C)C=CC=CC=1. The product is [C:14]1([C:15]2[C:22]3[C:27](=[CH:26][CH:25]=[CH:24][CH:23]=3)[C:8]([C:4]3[CH:3]=[C:2]([N:39]4[C:40]5[CH:28]=[CH:29][CH:30]=[CH:31][C:32]=5[C:33]5[C:38]4=[CH:37][CH:36]=[CH:35][CH:34]=5)[CH:7]=[CH:6][CH:5]=3)=[C:21]3[C:16]=2[CH:17]=[CH:18][CH:19]=[CH:20]3)[CH:9]=[CH:10][CH:11]=[CH:12][CH:13]=1. The yield is 0.710.